Dataset: Reaction yield outcomes from USPTO patents with 853,638 reactions. Task: Predict the reaction yield, written as a fraction of the theoretical maximum amount of product (1.0 means a 100% yield; for example, 0.34 means a 34% yield). (1) The reactants are [CH3:1][O:2][C:3](=[O:36])[CH2:4][CH2:5][N:6]([C:13](=[O:35])[C:14]1[CH:19]=[CH:18][C:17]([NH:20][CH3:21])=[C:16]([NH:22][C:23](=O)[CH2:24][NH:25][C:26]2[CH:31]=[CH:30][C:29]([C:32]#[N:33])=[CH:28][CH:27]=2)[CH:15]=1)[C:7]1[CH:12]=[CH:11][CH:10]=[CH:9][CH:8]=1. The catalyst is C(O)(=O)C. The product is [CH3:1][O:2][C:3](=[O:36])[CH2:4][CH2:5][N:6]([C:13]([C:14]1[CH:19]=[CH:18][C:17]2[N:20]([CH3:21])[C:23]([CH2:24][NH:25][C:26]3[CH:27]=[CH:28][C:29]([C:32]#[N:33])=[CH:30][CH:31]=3)=[N:22][C:16]=2[CH:15]=1)=[O:35])[C:7]1[CH:8]=[CH:9][CH:10]=[CH:11][CH:12]=1. The yield is 0.580. (2) The reactants are [F:1][C:2]1[C:14]([NH:15][CH2:16][C:17]2[CH:22]=[C:21]([C:23]3[CH:28]=[CH:27][CH:26]=[C:25]([F:29])[CH:24]=3)[CH:20]=[CH:19][C:18]=2[F:30])=[C:13]([F:31])[CH:12]=[CH:11][C:3]=1[O:4][CH2:5][C:6]([O:8]CC)=[O:7].O[Li].O.O. The catalyst is C1COCC1.O. The product is [F:1][C:2]1[C:14]([NH:15][CH2:16][C:17]2[CH:22]=[C:21]([C:23]3[CH:28]=[CH:27][CH:26]=[C:25]([F:29])[CH:24]=3)[CH:20]=[CH:19][C:18]=2[F:30])=[C:13]([F:31])[CH:12]=[CH:11][C:3]=1[O:4][CH2:5][C:6]([OH:8])=[O:7]. The yield is 0.990.